Regression. Given a peptide amino acid sequence and an MHC pseudo amino acid sequence, predict their binding affinity value. This is MHC class I binding data. From a dataset of Peptide-MHC class I binding affinity with 185,985 pairs from IEDB/IMGT. (1) The peptide sequence is YRRWIQLGL. The MHC is Mamu-A2601 with pseudo-sequence Mamu-A2601. The binding affinity (normalized) is 0.558. (2) The peptide sequence is MTAGIFLFFM. The MHC is HLA-A26:01 with pseudo-sequence HLA-A26:01. The binding affinity (normalized) is 0.744.